This data is from Catalyst prediction with 721,799 reactions and 888 catalyst types from USPTO. The task is: Predict which catalyst facilitates the given reaction. (1) The catalyst class is: 1. Reactant: [C:1]([O:5][C:6]([N:8]1[CH2:13][CH2:12][CH:11]([C:14]([C:16]2[CH:21]=[C:20]([Cl:22])[CH:19]=[CH:18][C:17]=2[CH2:23][O:24][Si](C(C)C)(C(C)C)C(C)C)=[O:15])[CH2:10][CH2:9]1)=[O:7])([CH3:4])([CH3:3])[CH3:2].N1C=CC=CC=1.CCCC[N+](CCCC)(CCCC)CCCC.[F-]. Product: [C:1]([O:5][C:6]([N:8]1[CH2:9][CH2:10][CH:11]([C:14]([C:16]2[CH:21]=[C:20]([Cl:22])[CH:19]=[CH:18][C:17]=2[CH2:23][OH:24])=[O:15])[CH2:12][CH2:13]1)=[O:7])([CH3:4])([CH3:2])[CH3:3]. (2) Reactant: [Cl:1][C:2]1[CH:7]=[C:6]([Cl:8])[CH:5]=[CH:4][C:3]=1/[CH:9]=[CH:10]/[C:11]([C:13]1[CH:18]=[CH:17][C:16]([O:19][CH2:20][C:21]([C:29]2[CH:34]=[CH:33][C:32]([F:35])=[CH:31][C:30]=2[F:36])([OH:28])[CH2:22][N:23]2[CH:27]=[N:26][CH:25]=[N:24]2)=[CH:15][CH:14]=1)=[O:12].[H-].[Na+].[CH3:39]I. Product: [Cl:1][C:2]1[CH:7]=[C:6]([Cl:8])[CH:5]=[CH:4][C:3]=1/[CH:9]=[CH:10]/[C:11]([C:13]1[CH:14]=[CH:15][C:16]([O:19][CH2:20][C:21]([C:29]2[CH:34]=[CH:33][C:32]([F:35])=[CH:31][C:30]=2[F:36])([O:28][CH3:39])[CH2:22][N:23]2[CH:27]=[N:26][CH:25]=[N:24]2)=[CH:17][CH:18]=1)=[O:12]. The catalyst class is: 3. (3) Reactant: [O:1]=[C:2]1[C:6]2([CH2:11][CH2:10][NH:9][CH2:8][CH2:7]2)[N:5]([C:12]2[CH:17]=[CH:16][CH:15]=[CH:14][CH:13]=2)[CH2:4][N:3]1[CH2:18][C:19]1[CH:20]=[C:21]([CH:29]=[CH:30][CH:31]=1)[C:22]([O:24][C:25]([CH3:28])([CH3:27])[CH3:26])=[O:23].Cl[CH2:33][CH2:34][CH2:35][N:36]1[C:44]2[C:39](=[CH:40][CH:41]=[CH:42][CH:43]=2)[C:38]([CH3:46])([CH3:45])[C:37]1=[O:47].[I-].[Na+].C(=O)([O-])[O-].[K+].[K+]. Product: [CH3:46][C:38]1([CH3:45])[C:39]2[C:44](=[CH:43][CH:42]=[CH:41][CH:40]=2)[N:36]([CH2:35][CH2:34][CH2:33][N:9]2[CH2:10][CH2:11][C:6]3([N:5]([C:12]4[CH:13]=[CH:14][CH:15]=[CH:16][CH:17]=4)[CH2:4][N:3]([CH2:18][C:19]4[CH:20]=[C:21]([CH:29]=[CH:30][CH:31]=4)[C:22]([O:24][C:25]([CH3:28])([CH3:26])[CH3:27])=[O:23])[C:2]3=[O:1])[CH2:7][CH2:8]2)[C:37]1=[O:47]. The catalyst class is: 131.